Dataset: Full USPTO retrosynthesis dataset with 1.9M reactions from patents (1976-2016). Task: Predict the reactants needed to synthesize the given product. (1) The reactants are: [OH-].[Na+].[C:3]([C:6]1[CH:11]=[CH:10][CH:9]=[CH:8][C:7]=1[NH:12][C:13](=O)[C:14]1[CH:19]=[CH:18][N:17]=[C:16]([Cl:20])[CH:15]=1)(=[O:5])[NH2:4].O.Cl. Given the product [Cl:20][C:16]1[CH:15]=[C:14]([C:13]2[NH:4][C:3](=[O:5])[C:6]3[C:7](=[CH:8][CH:9]=[CH:10][CH:11]=3)[N:12]=2)[CH:19]=[CH:18][N:17]=1, predict the reactants needed to synthesize it. (2) Given the product [CH:1]1([N:5]2[CH2:11][CH2:10][C:9]3[S:12][C:13]([CH:15]4[CH2:20][CH2:19][N:18]([C:22]5[CH:29]=[CH:28][C:25]([C:26]#[N:27])=[CH:24][CH:23]=5)[CH2:17][CH2:16]4)=[N:14][C:8]=3[CH2:7][CH2:6]2)[CH2:2][CH2:3][CH2:4]1, predict the reactants needed to synthesize it. The reactants are: [CH:1]1([N:5]2[CH2:11][CH2:10][C:9]3[S:12][C:13]([CH:15]4[CH2:20][CH2:19][NH:18][CH2:17][CH2:16]4)=[N:14][C:8]=3[CH2:7][CH2:6]2)[CH2:4][CH2:3][CH2:2]1.Br[C:22]1[CH:29]=[CH:28][C:25]([C:26]#[N:27])=[CH:24][CH:23]=1. (3) Given the product [NH2:21][C@H:20]([C:18]1[NH:19][C:15]([C:12]2[C:11]([F:27])=[CH:10][CH:9]=[C:8]3[C:13]=2[N:14]=[C:5]([NH:4][CH:1]2[CH2:2][CH2:3]2)[C:6]([CH3:28])=[N:7]3)=[CH:16][C:17]=1[C:22]([OH:23])=[O:30])[C@H:24]([OH:26])[CH3:25], predict the reactants needed to synthesize it. The reactants are: [CH:1]1([NH:4][C:5]2[C:6]([CH3:28])=[N:7][C:8]3[C:13]([N:14]=2)=[C:12]([C:15]2[NH:19][C:18]4[C@H:20]([C@H:24]([OH:26])[CH3:25])[NH:21][C:22](=[O:23])[C:17]=4[CH:16]=2)[C:11]([F:27])=[CH:10][CH:9]=3)[CH2:3][CH2:2]1.[Li+].[OH-:30].Cl. (4) Given the product [OH:40][CH2:39][CH:36]1[CH2:37][CH2:38][N:33]([C:15](=[O:17])[CH2:14][NH:13][C:11]([C:9]2[CH:8]=[CH:7][C:6]3[N:2]([CH3:1])[C:3]([NH:18][C:19]4[S:20][C:21]5[CH:27]=[C:26]([O:28][C:29]([F:31])([F:32])[F:30])[CH:25]=[CH:24][C:22]=5[N:23]=4)=[N:4][C:5]=3[CH:10]=2)=[O:12])[CH2:34][CH2:35]1, predict the reactants needed to synthesize it. The reactants are: [CH3:1][N:2]1[C:6]2[CH:7]=[CH:8][C:9]([C:11]([NH:13][CH2:14][C:15]([OH:17])=O)=[O:12])=[CH:10][C:5]=2[N:4]=[C:3]1[NH:18][C:19]1[S:20][C:21]2[CH:27]=[C:26]([O:28][C:29]([F:32])([F:31])[F:30])[CH:25]=[CH:24][C:22]=2[N:23]=1.[NH:33]1[CH2:38][CH2:37][CH:36]([CH2:39][OH:40])[CH2:35][CH2:34]1.CN(C(ON1N=NC2C=CC=CC1=2)=[N+](C)C)C.F[P-](F)(F)(F)(F)F.CCN(C(C)C)C(C)C. (5) Given the product [ClH:12].[Cl:12][C:11]1[CH:7]=[C:3]([C:4]([NH2:6])=[O:5])[C:1](=[NH:2])[N:24]([CH2:23][C:19]2[CH:20]=[CH:21][CH:22]=[C:17]([C:16]([F:15])([F:25])[F:26])[CH:18]=2)[CH:10]=1, predict the reactants needed to synthesize it. The reactants are: [C:1]([CH:3]([CH:7]1[C:11]([Cl:12])=[C:10](Cl)C(=O)O1)[C:4]([NH2:6])=[O:5])#[N:2].[F:15][C:16]([F:26])([F:25])[C:17]1[CH:18]=[C:19]([CH2:23][NH2:24])[CH:20]=[CH:21][CH:22]=1. (6) The reactants are: [Br:1][C:2]1[CH:6]=[N:5][N:4]([CH:7]([CH3:9])[CH3:8])[C:3]=1[C:10]1[CH:11]=[C:12]([NH2:18])[CH:13]=[CH:14][C:15]=1[O:16][CH3:17].[Cl:19][C:20]1[CH:21]=[C:22]([N:27]=[C:28]=[O:29])[CH:23]=[CH:24][C:25]=1[F:26]. Given the product [Br:1][C:2]1[CH:6]=[N:5][N:4]([CH:7]([CH3:9])[CH3:8])[C:3]=1[C:10]1[CH:11]=[C:12]([NH:18][C:28]([NH:27][C:22]2[CH:23]=[CH:24][C:25]([F:26])=[C:20]([Cl:19])[CH:21]=2)=[O:29])[CH:13]=[CH:14][C:15]=1[O:16][CH3:17], predict the reactants needed to synthesize it.